Task: Predict the product of the given reaction.. Dataset: Forward reaction prediction with 1.9M reactions from USPTO patents (1976-2016) Given the reactants FC1C=C(C=CC=1[N+]([O-])=O)C(OCC)=O.[NH2:16][C:17]([CH3:35])([CH3:34])[CH2:18][CH2:19][N:20]1[C:24]2[CH:25]=[C:26]([C:29]([O:31][CH2:32][CH3:33])=[O:30])[CH:27]=[CH:28][C:23]=2[N:22]=[CH:21]1.[O:36]1[CH2:38][C@H:37]1[C:39]1[CH:40]=[C:41]([NH:45][S:46]([C:49]2[CH:54]=[CH:53][CH:52]=[CH:51][CH:50]=2)(=[O:48])=[O:47])[CH:42]=[CH:43][CH:44]=1, predict the reaction product. The product is: [NH2:16][C:17]([CH3:34])([CH3:35])[CH2:18][CH2:19][N:20]1[C:24]2[CH:25]=[C:26]([C:29]([O:31][CH2:32][CH3:33])=[O:30])[CH:27]=[CH:28][C:23]=2[N:22]=[CH:21]1.[C:49]1([S:46]([NH:45][C:41]2[CH:40]=[C:39]([C@@H:37]([OH:36])[CH2:38][NH:16][C:17]([CH3:34])([CH3:35])[CH2:18][CH2:19][N:20]3[C:24]4[CH:25]=[C:26]([C:29]([O:31][CH2:32][CH3:33])=[O:30])[CH:27]=[CH:28][C:23]=4[N:22]=[CH:21]3)[CH:44]=[CH:43][CH:42]=2)(=[O:47])=[O:48])[CH:54]=[CH:53][CH:52]=[CH:51][CH:50]=1.